Dataset: Reaction yield outcomes from USPTO patents with 853,638 reactions. Task: Predict the reaction yield, written as a fraction of the theoretical maximum amount of product (1.0 means a 100% yield; for example, 0.34 means a 34% yield). (1) The reactants are [Br:1][C:2]1[CH:3]=[N:4][CH:5]=[C:6]([CH:12]=1)[C:7](OCC)=[O:8].[BH4-].[Na+]. The catalyst is CO. The product is [Br:1][C:2]1[CH:12]=[C:6]([CH2:7][OH:8])[CH:5]=[N:4][CH:3]=1. The yield is 0.500. (2) The reactants are [CH3:1][C:2]1[CH:3]=[C:4]([Mg]Br)[CH:5]=[CH:6][CH:7]=1.[N:10]12[CH2:17][CH2:16][C:13]([C:18]([O:20]CC)=O)([CH2:14][CH2:15]1)[CH2:12][CH2:11]2. The catalyst is C1COCC1. The product is [N:10]12[CH2:11][CH2:12][C:13]([C:18]([C:6]3[CH:5]=[CH:4][CH:3]=[C:2]([CH3:1])[CH:7]=3)([C:6]3[CH:5]=[CH:4][CH:3]=[C:2]([CH3:1])[CH:7]=3)[OH:20])([CH2:14][CH2:15]1)[CH2:16][CH2:17]2. The yield is 0.694. (3) The reactants are Br[C:2]1[CH:7]=[C:6]([O:8][CH3:9])[CH:5]=[C:4]([F:10])[CH:3]=1.[C:11]([O:15][CH2:16][CH3:17])(=[O:14])[CH:12]=[CH2:13]. The catalyst is C([O-])(=O)C.[Pd+2].C([O-])(=O)C.CC1C=CC=CC=1P(C1C=CC=CC=1C)C1C=CC=CC=1C. The product is [F:10][C:4]1[CH:3]=[C:2](/[CH:13]=[CH:12]/[C:11]([O:15][CH2:16][CH3:17])=[O:14])[CH:7]=[C:6]([O:8][CH3:9])[CH:5]=1. The yield is 0.870. (4) The reactants are [OH:1][C:2]([C:5]([CH3:11])([CH:9]=[CH2:10])[C:6]([OH:8])=[O:7])([CH3:4])[CH3:3].N1C(C)=CC=CC=1C.[C:20]([Si:24]([CH3:27])([CH3:26])Cl)([CH3:23])([CH3:22])[CH3:21]. The catalyst is ClCCl. The product is [C:20]([Si:24]([CH3:27])([CH3:26])[O:1][C:2]([C:5]([CH3:11])([CH:9]=[CH2:10])[C:6]([OH:8])=[O:7])([CH3:4])[CH3:3])([CH3:23])([CH3:22])[CH3:21]. The yield is 0.950.